This data is from NCI-60 drug combinations with 297,098 pairs across 59 cell lines. The task is: Regression. Given two drug SMILES strings and cell line genomic features, predict the synergy score measuring deviation from expected non-interaction effect. (1) Cell line: DU-145. Drug 2: C1CN(CCN1C(=O)CCBr)C(=O)CCBr. Drug 1: C1=C(C(=O)NC(=O)N1)N(CCCl)CCCl. Synergy scores: CSS=51.4, Synergy_ZIP=4.09, Synergy_Bliss=6.99, Synergy_Loewe=0.398, Synergy_HSA=6.71. (2) Drug 1: CS(=O)(=O)OCCCCOS(=O)(=O)C. Drug 2: CC1C(C(CC(O1)OC2CC(CC3=C2C(=C4C(=C3O)C(=O)C5=C(C4=O)C(=CC=C5)OC)O)(C(=O)CO)O)N)O.Cl. Cell line: BT-549. Synergy scores: CSS=39.9, Synergy_ZIP=-3.63, Synergy_Bliss=-5.52, Synergy_Loewe=-31.5, Synergy_HSA=-3.86.